From a dataset of TCR-epitope binding with 47,182 pairs between 192 epitopes and 23,139 TCRs. Binary Classification. Given a T-cell receptor sequence (or CDR3 region) and an epitope sequence, predict whether binding occurs between them. (1) The epitope is GPGHKARVL. The TCR CDR3 sequence is CASSDLAGGATDTQYF. Result: 1 (the TCR binds to the epitope). (2) The epitope is SFHSLHLLF. The TCR CDR3 sequence is CASSGGRGSPLHF. Result: 1 (the TCR binds to the epitope). (3) The epitope is SLYNTVATL. The TCR CDR3 sequence is CASSIVQGPLNEQFF. Result: 0 (the TCR does not bind to the epitope). (4) The epitope is PROT_97E67BCC. The TCR CDR3 sequence is CASSVVGSYNEQFF. Result: 1 (the TCR binds to the epitope). (5) The epitope is PROT_97E67BCC. The TCR CDR3 sequence is CASSSKTSGGTDTQYF. Result: 1 (the TCR binds to the epitope). (6) Result: 1 (the TCR binds to the epitope). The epitope is LEPLVDLPI. The TCR CDR3 sequence is CASSSWGPNGYEQYF. (7) The epitope is NEGVKAAW. The TCR CDR3 sequence is CASSFGGSTEAFF. Result: 1 (the TCR binds to the epitope). (8) The epitope is AVFDRKSDAK. The TCR CDR3 sequence is CATSDGLAGGYNEQFF. Result: 1 (the TCR binds to the epitope).